From a dataset of Full USPTO retrosynthesis dataset with 1.9M reactions from patents (1976-2016). Predict the reactants needed to synthesize the given product. (1) Given the product [Cl:23][C:24]1[CH:25]=[C:26]([CH:31]([CH3:34])[CH2:32][NH:33][C:15](=[O:16])[C:14]2[CH:18]=[CH:19][C:20]([I:22])=[CH:21][C:13]=2[NH:12][S:9]([C:3]2[C:2]([F:1])=[CH:7][CH:6]=[CH:5][C:4]=2[F:8])(=[O:11])=[O:10])[CH:27]=[CH:28][C:29]=1[Cl:30], predict the reactants needed to synthesize it. The reactants are: [F:1][C:2]1[CH:7]=[CH:6][CH:5]=[C:4]([F:8])[C:3]=1[S:9]([NH:12][C:13]1[CH:21]=[C:20]([I:22])[CH:19]=[CH:18][C:14]=1[C:15](O)=[O:16])(=[O:11])=[O:10].[Cl:23][C:24]1[CH:25]=[C:26]([CH:31]([CH3:34])[CH2:32][NH2:33])[CH:27]=[CH:28][C:29]=1[Cl:30]. (2) Given the product [C:40]([C:38]1[CH:39]=[C:35]([NH:34][C:33]([NH:28][C@@H:21]2[C:22]3[C:27](=[CH:26][CH:25]=[CH:24][CH:23]=3)[C@H:18]([O:17][C:14]3[CH:15]=[CH:16][C:11]4[N:12]([C:8]([C@@H:3]5[CH2:4][CH2:5][CH2:6][CH2:7][N:2]5[CH3:1])=[N:9][N:10]=4)[CH:13]=3)[CH2:19][CH2:20]2)=[O:32])[N:36]([CH2:44][CH2:45][OH:46])[N:37]=1)([CH3:43])([CH3:41])[CH3:42], predict the reactants needed to synthesize it. The reactants are: [CH3:1][N:2]1[CH2:7][CH2:6][CH2:5][CH2:4][C@H:3]1[C:8]1[N:12]2[CH:13]=[C:14]([O:17][C@H:18]3[C:27]4[C:22](=[CH:23][CH:24]=[CH:25][CH:26]=4)[C@@H:21]([NH2:28])[CH2:20][CH2:19]3)[CH:15]=[CH:16][C:11]2=[N:10][N:9]=1.ClC(Cl)(Cl)C[O:32][C:33](=O)[NH:34][C:35]1[N:36]([CH2:44][CH2:45][OH:46])[N:37]=[C:38]([C:40]([CH3:43])([CH3:42])[CH3:41])[CH:39]=1.CCN(C(C)C)C(C)C. (3) Given the product [F:25][C:22]1[CH:23]=[CH:24][C:19]([C:17](=[O:18])[CH2:16][S:9][C:5]2[CH:6]=[CH:7][CH:8]=[C:3]([O:2][CH3:1])[CH:4]=2)=[CH:20][CH:21]=1, predict the reactants needed to synthesize it. The reactants are: [CH3:1][O:2][C:3]1[CH:4]=[C:5]([SH:9])[CH:6]=[CH:7][CH:8]=1.C(O)C.[OH-].[K+].Br[CH2:16][C:17]([C:19]1[CH:24]=[CH:23][C:22]([F:25])=[CH:21][CH:20]=1)=[O:18].